From a dataset of Full USPTO retrosynthesis dataset with 1.9M reactions from patents (1976-2016). Predict the reactants needed to synthesize the given product. (1) Given the product [C:1]([O:5][C:6]([N:8]1[C:16]2[C:11](=[CH:12][CH:13]=[CH:14][CH:15]=2)[CH:10]=[C:9]1[C:17]1[C:18](=[O:39])[N:19]([CH2:31][O:32][CH2:33][CH2:34][Si:35]([CH3:36])([CH3:37])[CH3:38])[CH:20]=[C:21]([C:23](=[O:30])[NH:24][C:25]2[CH:29]=[N:28][N:27]([CH2:46][C:47]3[CH:54]=[CH:53][CH:52]=[CH:51][C:48]=3[CH3:49])[CH:26]=2)[CH:22]=1)=[O:7])([CH3:4])([CH3:3])[CH3:2], predict the reactants needed to synthesize it. The reactants are: [C:1]([O:5][C:6]([N:8]1[C:16]2[C:11](=[CH:12][CH:13]=[CH:14][CH:15]=2)[CH:10]=[C:9]1[C:17]1[C:18](=[O:39])[N:19]([CH2:31][O:32][CH2:33][CH2:34][Si:35]([CH3:38])([CH3:37])[CH3:36])[CH:20]=[C:21]([C:23](=[O:30])[NH:24][C:25]2[CH:26]=[N:27][NH:28][CH:29]=2)[CH:22]=1)=[O:7])([CH3:4])([CH3:3])[CH3:2].C([O-])([O-])=O.[Cs+].[Cs+].[CH3:46][C:47]1[CH:54]=[CH:53][CH:52]=[CH:51][C:48]=1[CH2:49]Br. (2) Given the product [Cl:1][C:2]1[CH:3]=[CH:4][C:5]([NH:8][C:9]([CH2:11][N:12]2[C:16]3[CH:17]=[CH:18][C:19]([C:21]([OH:23])=[O:22])=[CH:20][C:15]=3[N:14]=[C:13]2[C:24]([OH:39])=[O:35])=[O:10])=[N:6][CH:7]=1, predict the reactants needed to synthesize it. The reactants are: [Cl:1][C:2]1[CH:3]=[CH:4][C:5]([NH:8][C:9]([CH2:11][N:12]2[C:16]3[CH:17]=[CH:18][C:19]([C:21]([OH:23])=[O:22])=[CH:20][C:15]=3[N:14]=[C:13]2[C:24](=[O:35])NC2CCN(C(C)C)CC2)=[O:10])=[N:6][CH:7]=1.NCC[OH:39]. (3) Given the product [NH2:1][C:2]1[CH2:3][CH2:4][S:14][C:13]=1[C:12]([O:16][CH3:17])=[O:15], predict the reactants needed to synthesize it. The reactants are: [N:1]12[CH2:4][CH2:3][CH2:2][N:1]=C1CC[CH2:4][CH2:3][CH2:2]2.[C:12]([O:16][CH3:17])(=[O:15])[CH2:13][SH:14].C(#N)C=C. (4) Given the product [O:8]1[CH2:12][CH2:11][CH:10]([N:13]2[CH:17]=[C:16]([C:18]3[CH:23]=[N:22][C:21]4[N:20]([C:26]([C:29]5([C:32]6[CH:33]=[C:34]7[C:39](=[CH:40][CH:41]=6)[N:38]=[CH:37][CH:36]=[CH:35]7)[CH2:31][CH2:30]5)=[CH:27][N:24]=4)[CH:19]=3)[CH:15]=[N:14]2)[CH2:9]1, predict the reactants needed to synthesize it. The reactants are: C(O)(C(F)(F)F)=O.[O:8]1[CH2:12][CH2:11][CH:10]([N:13]2[CH:17]=[C:16]([C:18]3[CH:19]=[N:20][C:21]([NH2:24])=[N:22][CH:23]=3)[CH:15]=[N:14]2)[CH2:9]1.Cl[CH:26]([C:29]1([C:32]2[CH:33]=[C:34]3[C:39](=[CH:40][CH:41]=2)[N:38]=[CH:37][CH:36]=[CH:35]3)[CH2:31][CH2:30]1)[CH:27]=O. (5) Given the product [F:20][C:10]1[CH:9]=[N:8][C:17]2[C:12]([CH:11]=1)=[CH:13][CH:14]=[CH:15][CH:16]=2, predict the reactants needed to synthesize it. The reactants are: C(ON=O)(C)(C)C.[N:8]1[C:17]2[C:12](=[CH:13][CH:14]=[CH:15][CH:16]=2)[CH:11]=[C:10](N)[CH:9]=1.B(F)(F)[F:20].CCOCC.